This data is from Full USPTO retrosynthesis dataset with 1.9M reactions from patents (1976-2016). The task is: Predict the reactants needed to synthesize the given product. (1) Given the product [CH3:19][C:20]1[N:21]([CH3:47])[C:22]2[C:28]([NH:29][C:2](=[S:3])[NH:1][C:4]3[CH:5]=[C:6]([S:15]([NH2:18])(=[O:17])=[O:16])[CH:7]=[CH:8][C:9]=3[O:10][C:11]([F:12])([F:14])[F:13])=[CH:27][CH:26]=[CH:25][C:23]=2[N:24]=1, predict the reactants needed to synthesize it. The reactants are: [N:1]([C:4]1[CH:5]=[C:6]([S:15]([NH2:18])(=[O:17])=[O:16])[CH:7]=[CH:8][C:9]=1[O:10][C:11]([F:14])([F:13])[F:12])=[C:2]=[S:3].[CH3:19][C:20]1[N:21]([CH3:47])[C:22]2[C:28]([NH:29]C(=S)NC3C=C(S(N)(=O)=O)C=CC=3OC(C)C)=[CH:27][CH:26]=[CH:25][C:23]=2[N:24]=1. (2) The reactants are: [F:1][C:2]1[CH:7]=[CH:6][C:5]([F:8])=[CH:4][C:3]=1[CH2:9][C:10]([OH:12])=O.CN(C(ON1N=NC2C=CC=CC1=2)=[N+](C)C)C.F[P-](F)(F)(F)(F)F.[NH2:37][C:38]1[N:43]([C:44]2[CH:49]=[CH:48][C:47]([NH2:50])=[CH:46][CH:45]=2)[CH2:42][N:41]=[C:40]2[S:51][CH:52]=[CH:53][C:39]=12.CCN(C(C)C)C(C)C.CO.C(NCC)C. Given the product [NH2:37][C:38]1[N:43]([C:44]2[CH:45]=[CH:46][C:47]([NH:50][C:10](=[O:12])[CH2:9][C:3]3[CH:4]=[C:5]([F:8])[CH:6]=[CH:7][C:2]=3[F:1])=[CH:48][CH:49]=2)[CH2:42][N:41]=[C:40]2[S:51][CH:52]=[CH:53][C:39]=12, predict the reactants needed to synthesize it. (3) Given the product [CH3:1][O:2][C:3]([CH:5]1[C:10](=[O:11])[CH2:9][CH2:8][N:7]([C:27]([O:26][C:22]([CH3:25])([CH3:24])[CH3:23])=[O:28])[CH2:6]1)=[O:4], predict the reactants needed to synthesize it. The reactants are: [CH3:1][O:2][C:3]([CH:5]1[C:10](=[O:11])[CH2:9][CH2:8][NH:7][CH2:6]1)=[O:4].CNC1(NC)C=CN=CC1.[C:22]([O:26][C:27](O[C:27]([O:26][C:22]([CH3:25])([CH3:24])[CH3:23])=[O:28])=[O:28])([CH3:25])([CH3:24])[CH3:23]. (4) Given the product [CH:1]1([C:4]2([CH3:10])[CH2:8][O:7][C:6](=[O:9])[N:5]2[C:16]2[CH:17]=[CH:18][N:19]=[C:14]([F:13])[N:15]=2)[CH2:3][CH2:2]1, predict the reactants needed to synthesize it. The reactants are: [CH:1]1([C:4]2([CH3:10])[CH2:8][O:7][C:6](=[O:9])[NH:5]2)[CH2:3][CH2:2]1.[H-].[Na+].[F:13][C:14]1[N:19]=[C:18](F)[CH:17]=[CH:16][N:15]=1.